From a dataset of Peptide-MHC class II binding affinity with 134,281 pairs from IEDB. Regression. Given a peptide amino acid sequence and an MHC pseudo amino acid sequence, predict their binding affinity value. This is MHC class II binding data. (1) The binding affinity (normalized) is 0.151. The MHC is DRB1_0802 with pseudo-sequence DRB1_0802. The peptide sequence is TANVPPADKYKTLEA. (2) The peptide sequence is IYECKGVTVKDVTIT. The MHC is HLA-DQA10104-DQB10503 with pseudo-sequence HLA-DQA10104-DQB10503. The binding affinity (normalized) is 0.138. (3) The peptide sequence is PLMSSKFPELGMNPS. The MHC is DRB1_1302 with pseudo-sequence DRB1_1302. The binding affinity (normalized) is 0.204. (4) The peptide sequence is DAAFKIAATAANAAP. The binding affinity (normalized) is 0.329. The MHC is DRB3_0101 with pseudo-sequence DRB3_0101. (5) The peptide sequence is MHVDAAWGGGLLMSR. The MHC is H-2-IAd with pseudo-sequence H-2-IAd. The binding affinity (normalized) is 0. (6) The peptide sequence is LKLTSGKIASCLNDN. The MHC is DRB1_0701 with pseudo-sequence DRB1_0701. The binding affinity (normalized) is 0.510. (7) The peptide sequence is DQVVMTSLALVGAALK. The MHC is HLA-DQA10201-DQB10303 with pseudo-sequence HLA-DQA10201-DQB10303. The binding affinity (normalized) is 0.644. (8) The peptide sequence is ITMLTNGQCQNITVV. The MHC is DRB1_1501 with pseudo-sequence DRB1_1501. The binding affinity (normalized) is 0.305. (9) The peptide sequence is PLHLRYYRITYGETG. The MHC is HLA-DPA10201-DPB10501 with pseudo-sequence HLA-DPA10201-DPB10501. The binding affinity (normalized) is 0.260. (10) The peptide sequence is TMAEVRLAAMFFCAVKK. The MHC is HLA-DQA10601-DQB10402 with pseudo-sequence HLA-DQA10601-DQB10402. The binding affinity (normalized) is 0.